From a dataset of TCR-epitope binding with 47,182 pairs between 192 epitopes and 23,139 TCRs. Binary Classification. Given a T-cell receptor sequence (or CDR3 region) and an epitope sequence, predict whether binding occurs between them. (1) Result: 1 (the TCR binds to the epitope). The TCR CDR3 sequence is CASTGGYGYTF. The epitope is NLSALGIFST. (2) The epitope is YLQPRTFLL. The TCR CDR3 sequence is CAIRTSGMLNTGELFF. Result: 1 (the TCR binds to the epitope). (3) Result: 0 (the TCR does not bind to the epitope). The epitope is SEISMDNSPNL. The TCR CDR3 sequence is CATSDQSREQYF.